From a dataset of Peptide-MHC class I binding affinity with 185,985 pairs from IEDB/IMGT. Regression. Given a peptide amino acid sequence and an MHC pseudo amino acid sequence, predict their binding affinity value. This is MHC class I binding data. (1) The peptide sequence is NMRDLIVTFR. The MHC is HLA-A11:01 with pseudo-sequence HLA-A11:01. The binding affinity (normalized) is 0.113. (2) The peptide sequence is GTGTHPTTA. The MHC is HLA-B58:01 with pseudo-sequence YYATYGENMASTYENIAYIRYDSYTWAVLAYLWY. The binding affinity (normalized) is 0.0847. (3) The MHC is HLA-A01:01 with pseudo-sequence HLA-A01:01. The peptide sequence is RTTLWCDVR. The binding affinity (normalized) is 0.0847. (4) The peptide sequence is MSPALFFTF. The MHC is HLA-A23:01 with pseudo-sequence HLA-A23:01. The binding affinity (normalized) is 0.974. (5) The peptide sequence is RTSKAALER. The MHC is HLA-A26:01 with pseudo-sequence HLA-A26:01. The binding affinity (normalized) is 0. (6) The peptide sequence is KSLTTTMQFK. The MHC is HLA-A01:01 with pseudo-sequence HLA-A01:01. The binding affinity (normalized) is 0.0847. (7) The peptide sequence is REAVESCPL. The MHC is HLA-B44:03 with pseudo-sequence HLA-B44:03. The binding affinity (normalized) is 0.123. (8) The peptide sequence is TQLYLGGMSY. The MHC is HLA-A31:01 with pseudo-sequence HLA-A31:01. The binding affinity (normalized) is 0.198. (9) The peptide sequence is QPAPQQGQL. The MHC is Mamu-A2201 with pseudo-sequence Mamu-A2201. The binding affinity (normalized) is 0.441.